From a dataset of hERG Central: cardiac toxicity at 1µM, 10µM, and general inhibition. Predict hERG channel inhibition at various concentrations. (1) The drug is Nc1[nH]n2c(=O)c3c(nc2c1N=Nc1ccccc1)CCCC3. Results: hERG_inhib (hERG inhibition (general)): blocker. (2) The compound is CCCCc1ccc(NC(=O)CSc2nc(=O)n(CCN3CCOCC3)c3c2CCC3)cc1. Results: hERG_inhib (hERG inhibition (general)): blocker. (3) The molecule is Cc1csc2ncnc(N3CCN(C(=O)Nc4ccc(OC(F)(F)F)cc4)CC3)c12. Results: hERG_inhib (hERG inhibition (general)): blocker. (4) The compound is CCOC(=O)C1CCN(CCC(=O)Nc2ccc(Br)cc2)CC1. Results: hERG_inhib (hERG inhibition (general)): blocker. (5) The drug is CCOc1cccc2sc(N(CCN(C)C)C(=O)c3ccc4c(c3)OCCO4)nc12.Cl. Results: hERG_inhib (hERG inhibition (general)): blocker. (6) The compound is CCn1cc(CN2CCC(n3nccc3NC(=O)c3ccccc3C)CC2)cn1. Results: hERG_inhib (hERG inhibition (general)): blocker. (7) The compound is O=C(NC1CCCC1)C(c1ccncc1)N(CCCN1CCOCC1)C(=O)c1ccc(-c2ccccc2)[nH]1. Results: hERG_inhib (hERG inhibition (general)): blocker. (8) Results: hERG_inhib (hERG inhibition (general)): blocker. The compound is CCCCN(CCCNC(=O)C1CCN(C(=O)c2cc3sccc3n2C)CC1)Cc1ccccc1.